From a dataset of Reaction yield outcomes from USPTO patents with 853,638 reactions. Predict the reaction yield, written as a fraction of the theoretical maximum amount of product (1.0 means a 100% yield; for example, 0.34 means a 34% yield). (1) The reactants are C([O:3][C:4]([C:6]1[C:7]([C:11]2[CH:16]=[CH:15][CH:14]=[CH:13][N:12]=2)=[N:8][O:9][CH:10]=1)=[O:5])C.C(OC(C1N=NC(OCC2C(C3C=CC(F)=CN=3)=NOC=2C)=CC=1)=O)C. No catalyst specified. The product is [N:12]1[CH:13]=[CH:14][CH:15]=[CH:16][C:11]=1[C:7]1[C:6]([C:4]([OH:5])=[O:3])=[CH:10][O:9][N:8]=1. The yield is 0.790. (2) The reactants are [CH3:1][Si](Cl)(C)C.[N+:6]([C:9]1[CH:10]=[C:11]([CH2:15][C:16]([OH:18])=[O:17])[CH:12]=[CH:13][CH:14]=1)([O-:8])=[O:7]. The catalyst is CO. The product is [N+:6]([C:9]1[CH:10]=[C:11]([CH2:15][C:16]([O:18][CH3:1])=[O:17])[CH:12]=[CH:13][CH:14]=1)([O-:8])=[O:7]. The yield is 1.00. (3) The reactants are Cl[C:2]1[CH:11]=[CH:10][N:9]=[C:8]2[C:3]=1[CH:4]=[CH:5][C:6]([C:12]([F:15])([F:14])[F:13])=[N:7]2.[F:16][C:17]1[CH:22]=[CH:21][C:20](B2OC(C)(C)C(C)(C)O2)=[CH:19][C:18]=1[O:32][CH3:33]. No catalyst specified. The product is [F:16][C:17]1[CH:22]=[CH:21][C:20]([C:2]2[CH:11]=[CH:10][N:9]=[C:8]3[C:3]=2[CH:4]=[CH:5][C:6]([C:12]([F:15])([F:14])[F:13])=[N:7]3)=[CH:19][C:18]=1[O:32][CH3:33]. The yield is 0.830. (4) The reactants are Br[C:2]1[O:6][C:5]([C:7]([O:9][CH3:10])=[O:8])=[CH:4][CH:3]=1.C(=O)([O-])[O-].[K+].[K+].O1CCO[CH2:19][CH2:18]1. The catalyst is O.CC(C)([P](C(C)(C)C)([Pd][P](C(C)(C)C)(C(C)(C)C)C(C)(C)C)C(C)(C)C)C. The product is [CH:18]([C:2]1[O:6][C:5]([C:7]([O:9][CH3:10])=[O:8])=[CH:4][CH:3]=1)=[CH2:19]. The yield is 0.580. (5) The reactants are C=[C:2]1[CH2:5][CH:4]([C:6](O)=O)[CH2:3]1.[N-:9]=[N+]=[N-].[Na+].[CH3:13][C:14]([O:17][C:18]([O:20]C(OC(C)(C)C)=O)=O)([CH3:16])[CH3:15]. The catalyst is C1COCC1.[Br-].C([N+](CCCC)(CCCC)CCCC)CCC.C(S([O-])(=O)=O)(F)(F)F.C(S([O-])(=O)=O)(F)(F)F.[Zn+2]. The product is [C:18]([NH:9][CH:2]1[CH2:3][C:4](=[CH2:6])[CH2:5]1)([O:17][C:14]([CH3:16])([CH3:15])[CH3:13])=[O:20]. The yield is 0.349. (6) The reactants are Cl[C:2]1[N:3]=[C:4]([N:22]2[CH2:27][CH2:26][O:25][CH2:24][CH2:23]2)[C:5]2[S:10][C:9]([CH2:11][N:12]3[CH2:17][CH2:16][N:15]([S:18]([CH3:21])(=[O:20])=[O:19])[CH2:14][CH2:13]3)=[CH:8][C:6]=2[N:7]=1.C(OC(=O)[NH:34][C:35]1[S:36][C:37]([Sn](CCCC)(CCCC)CCCC)=[CH:38][N:39]=1)(C)(C)C. The yield is 0.360. The catalyst is CC(N(C)C)=O.C1C=CC([P]([Pd]([P](C2C=CC=CC=2)(C2C=CC=CC=2)C2C=CC=CC=2)([P](C2C=CC=CC=2)(C2C=CC=CC=2)C2C=CC=CC=2)[P](C2C=CC=CC=2)(C2C=CC=CC=2)C2C=CC=CC=2)(C2C=CC=CC=2)C2C=CC=CC=2)=CC=1. The product is [CH3:21][S:18]([N:15]1[CH2:16][CH2:17][N:12]([CH2:11][C:9]2[S:10][C:5]3[C:4]([N:22]4[CH2:27][CH2:26][O:25][CH2:24][CH2:23]4)=[N:3][C:2]([C:37]4[S:36][C:35]([NH2:34])=[N:39][CH:38]=4)=[N:7][C:6]=3[CH:8]=2)[CH2:13][CH2:14]1)(=[O:20])=[O:19]. (7) The reactants are [CH3:1][O:2][C:3](=[O:16])[C:4]1[CH:9]=[CH:8][C:7]([NH:10][CH2:11][CH2:12][C:13]#[N:14])=[C:6]([NH2:15])[CH:5]=1.[CH:17](O)=O. No catalyst specified. The product is [CH3:1][O:2][C:3]([C:4]1[CH:9]=[CH:8][C:7]2[N:10]([CH2:11][CH2:12][C:13]#[N:14])[CH:17]=[N:15][C:6]=2[CH:5]=1)=[O:16]. The yield is 0.950. (8) The reactants are [N+:1]([C:4]1[CH:9]=[CH:8][C:7]([S:10](Cl)(=[O:12])=[O:11])=[CH:6][CH:5]=1)([O-:3])=[O:2].[C:14]([O:18][C:19]([N:21]1[CH2:26][CH2:25][CH:24]([NH2:27])[CH2:23][CH2:22]1)=[O:20])([CH3:17])([CH3:16])[CH3:15].C(N(C(C)C)CC)(C)C. The catalyst is C1COCC1. The product is [C:14]([O:18][C:19]([N:21]1[CH2:26][CH2:25][CH:24]([NH:27][S:10]([C:7]2[CH:8]=[CH:9][C:4]([N+:1]([O-:3])=[O:2])=[CH:5][CH:6]=2)(=[O:12])=[O:11])[CH2:23][CH2:22]1)=[O:20])([CH3:17])([CH3:15])[CH3:16]. The yield is 1.00. (9) The reactants are [F:1][C:2]1[C:3]([NH:19][C:20]2[CH:25]=[CH:24][CH:23]=[CH:22][C:21]=2[F:26])=[C:4]([CH:9]=[C:10]([C:13]#[C:14][Si](C)(C)C)[C:11]=1[F:12])[C:5]([O:7][CH3:8])=[O:6].[OH:27]S(O)(=O)=O. The catalyst is CC(C)=O. The product is [C:13]([C:10]1[C:11]([F:12])=[C:2]([F:1])[C:3]([NH:19][C:20]2[CH:25]=[CH:24][CH:23]=[CH:22][C:21]=2[F:26])=[C:4]([CH:9]=1)[C:5]([O:7][CH3:8])=[O:6])(=[O:27])[CH3:14]. The yield is 0.810. (10) The reactants are [F:1][CH:2]([F:37])[C:3]1[N:7]([C:8]2[N:13]=[C:12]([N:14]3[CH2:19][CH2:18][O:17][CH2:16][CH2:15]3)[N:11]=[C:10]([N:20]3[CH2:25][CH2:24][N:23]([S:26]([CH:29]=[CH2:30])(=[O:28])=[O:27])[CH2:22][CH2:21]3)[N:9]=2)[C:6]2[CH:31]=[CH:32][CH:33]=[C:34]([O:35][CH3:36])[C:5]=2[N:4]=1.Cl.[CH:39]12[O:46][CH:43]([CH2:44][CH2:45]1)[CH2:42][NH2+:41][CH2:40]2.CCN(C(C)C)C(C)C. The catalyst is O1CCOCC1. The product is [F:37][CH:2]([F:1])[C:3]1[N:7]([C:8]2[N:13]=[C:12]([N:14]3[CH2:15][CH2:16][O:17][CH2:18][CH2:19]3)[N:11]=[C:10]([N:20]3[CH2:21][CH2:22][N:23]([S:26]([CH2:29][CH2:30][N:41]4[CH2:40][CH:39]5[O:46][CH:43]([CH2:44][CH2:45]5)[CH2:42]4)(=[O:28])=[O:27])[CH2:24][CH2:25]3)[N:9]=2)[C:6]2[CH:31]=[CH:32][CH:33]=[C:34]([O:35][CH3:36])[C:5]=2[N:4]=1. The yield is 0.870.